Dataset: NCI-60 drug combinations with 297,098 pairs across 59 cell lines. Task: Regression. Given two drug SMILES strings and cell line genomic features, predict the synergy score measuring deviation from expected non-interaction effect. (1) Drug 1: CN1CCC(CC1)COC2=C(C=C3C(=C2)N=CN=C3NC4=C(C=C(C=C4)Br)F)OC. Drug 2: COC1=C(C=C2C(=C1)N=CN=C2NC3=CC(=C(C=C3)F)Cl)OCCCN4CCOCC4. Cell line: EKVX. Synergy scores: CSS=41.8, Synergy_ZIP=-1.20, Synergy_Bliss=0.408, Synergy_Loewe=6.03, Synergy_HSA=7.38. (2) Drug 1: COC1=CC(=CC(=C1O)OC)C2C3C(COC3=O)C(C4=CC5=C(C=C24)OCO5)OC6C(C(C7C(O6)COC(O7)C8=CC=CS8)O)O. Drug 2: CC1=C(N=C(N=C1N)C(CC(=O)N)NCC(C(=O)N)N)C(=O)NC(C(C2=CN=CN2)OC3C(C(C(C(O3)CO)O)O)OC4C(C(C(C(O4)CO)O)OC(=O)N)O)C(=O)NC(C)C(C(C)C(=O)NC(C(C)O)C(=O)NCCC5=NC(=CS5)C6=NC(=CS6)C(=O)NCCC[S+](C)C)O. Cell line: SF-539. Synergy scores: CSS=33.9, Synergy_ZIP=-3.89, Synergy_Bliss=1.28, Synergy_Loewe=1.76, Synergy_HSA=2.94. (3) Drug 2: CCCCCOC(=O)NC1=NC(=O)N(C=C1F)C2C(C(C(O2)C)O)O. Cell line: OVCAR3. Synergy scores: CSS=19.3, Synergy_ZIP=1.17, Synergy_Bliss=0.534, Synergy_Loewe=-19.9, Synergy_HSA=-0.504. Drug 1: CC12CCC3C(C1CCC2=O)CC(=C)C4=CC(=O)C=CC34C. (4) Drug 1: CN(C)C1=NC(=NC(=N1)N(C)C)N(C)C. Drug 2: C1=NNC2=C1C(=O)NC=N2. Synergy scores: CSS=1.25, Synergy_ZIP=-0.804, Synergy_Bliss=-1.85, Synergy_Loewe=-4.22, Synergy_HSA=-3.43. Cell line: UO-31. (5) Drug 1: CC1=C(C(=CC=C1)Cl)NC(=O)C2=CN=C(S2)NC3=CC(=NC(=N3)C)N4CCN(CC4)CCO. Drug 2: CC1CCCC2(C(O2)CC(NC(=O)CC(C(C(=O)C(C1O)C)(C)C)O)C(=CC3=CSC(=N3)C)C)C. Cell line: RXF 393. Synergy scores: CSS=30.1, Synergy_ZIP=-2.47, Synergy_Bliss=-3.33, Synergy_Loewe=1.05, Synergy_HSA=1.69.